The task is: Predict the reaction yield, written as a fraction of the theoretical maximum amount of product (1.0 means a 100% yield; for example, 0.34 means a 34% yield).. This data is from Reaction yield outcomes from USPTO patents with 853,638 reactions. (1) The reactants are [C:1]([O:5][C:6](=[O:21])[NH:7][CH2:8][C:9]1[C:10](Cl)=[N:11][C:12]2[C:17]([CH:18]=1)=[CH:16][CH:15]=[CH:14][C:13]=2[CH3:19])([CH3:4])([CH3:3])[CH3:2].[O:22]=[C:23]1[CH2:28][NH:27][CH2:26][CH2:25][NH:24]1.CN1C(=O)CCC1.CCN(C(C)C)C(C)C. The catalyst is CCOCC. The product is [C:1]([O:5][C:6](=[O:21])[NH:7][CH2:8][C:9]1[C:10]([N:27]2[CH2:26][CH2:25][NH:24][C:23](=[O:22])[CH2:28]2)=[N:11][C:12]2[C:17]([CH:18]=1)=[CH:16][CH:15]=[CH:14][C:13]=2[CH3:19])([CH3:4])([CH3:3])[CH3:2]. The yield is 0.670. (2) The reactants are [CH2:1]([N:8]1[C:16]2[C:11](=[CH:12][C:13]([N+:17]([O-])=O)=[CH:14][CH:15]=2)[C:10]([C:20]2[CH:25]=[CH:24][CH:23]=[CH:22][CH:21]=2)=[C:9]1[C:26]([O:28][CH2:29][CH3:30])=[O:27])[C:2]1[CH:7]=[CH:6][CH:5]=[CH:4][CH:3]=1.NN. The catalyst is C(O)C.[Ni]. The product is [NH2:17][C:13]1[CH:12]=[C:11]2[C:16](=[CH:15][CH:14]=1)[N:8]([CH2:1][C:2]1[CH:7]=[CH:6][CH:5]=[CH:4][CH:3]=1)[C:9]([C:26]([O:28][CH2:29][CH3:30])=[O:27])=[C:10]2[C:20]1[CH:21]=[CH:22][CH:23]=[CH:24][CH:25]=1. The yield is 0.900.